This data is from Reaction yield outcomes from USPTO patents with 853,638 reactions. The task is: Predict the reaction yield, written as a fraction of the theoretical maximum amount of product (1.0 means a 100% yield; for example, 0.34 means a 34% yield). (1) The reactants are [Br:1][C:2]1[C:3](F)=[C:4]2[C:10]([NH:11][C:12](=[O:16])[CH2:13][O:14][CH3:15])=[CH:9][NH:8][C:5]2=[N:6][CH:7]=1.[CH3:18][C:19]1([NH:25][C:26](=[O:32])[O:27][C:28]([CH3:31])([CH3:30])[CH3:29])[CH2:24][CH2:23][CH2:22][NH:21][CH2:20]1. The catalyst is CCCCO. The product is [NH2:25][C:19]1([CH3:18])[CH2:24][CH2:23][CH2:22][N:21]([C:3]2[C:2]([Br:1])=[CH:7][N:6]=[C:5]3[NH:8][CH:9]=[C:10]([NH:11][C:12](=[O:16])[CH2:13][O:14][CH3:15])[C:4]=23)[CH2:20]1.[Br:1][C:2]1[C:3]([N:21]2[CH2:22][CH2:23][CH2:24][C:19]([NH:25][C:26](=[O:32])[O:27][C:28]([CH3:31])([CH3:30])[CH3:29])([CH3:18])[CH2:20]2)=[C:4]2[C:10]([NH:11][C:12](=[O:16])[CH2:13][O:14][CH3:15])=[CH:9][NH:8][C:5]2=[N:6][CH:7]=1. The yield is 0.490. (2) The reactants are [F:1][C:2]1([F:18])[CH2:5][C:4]([C:12]([O:14]C(C)C)=[O:13])([C:6]([O:8][CH:9]([CH3:11])[CH3:10])=[O:7])[CH2:3]1.[OH-].[Na+]. The catalyst is CO.O. The product is [F:1][C:2]1([F:18])[CH2:5][C:4]([C:6]([O:8][CH:9]([CH3:10])[CH3:11])=[O:7])([C:12]([OH:14])=[O:13])[CH2:3]1. The yield is 0.370. (3) The reactants are Br[C:2]1[CH:3]=[C:4]([CH:7]=[CH:8][C:9]=1[O:10][CH3:11])[C:5]#[N:6].C([Mg]Cl)(C)C.[B:17](OC)([O:20]C)[O:18]C. The catalyst is O1CCCC1. The product is [C:5]([C:4]1[CH:7]=[CH:8][C:9]([O:10][CH3:11])=[C:2]([B:17]([OH:20])[OH:18])[CH:3]=1)#[N:6]. The yield is 0.990. (4) The reactants are [CH2:1]([O:3][P:4]([CH2:9][CH2:10][NH:11][CH2:12][C:13]([CH3:36])=[CH:14][CH2:15][C:16]1[C:17]([O:29][CH2:30][CH2:31][Si:32]([CH3:35])([CH3:34])[CH3:33])=[C:18]2[C:22](=[C:23]([CH3:27])[C:24]=1[O:25][CH3:26])[CH2:21][O:20][C:19]2=[O:28])(=[O:8])[O:5][CH2:6][CH3:7])[CH3:2].[CH:37](=O)[C:38]1[CH:43]=[CH:42][CH:41]=[CH:40][CH:39]=1.C(O[BH-](OC(=O)C)OC(=O)C)(=O)C.[Na+].C(O)(=O)C. The catalyst is CN(C=O)C. The product is [CH2:1]([O:3][P:4]([CH2:9][CH2:10][N:11]([CH2:37][C:38]1[CH:43]=[CH:42][CH:41]=[CH:40][CH:39]=1)[CH2:12][C:13]([CH3:36])=[CH:14][CH2:15][C:16]1[C:17]([O:29][CH2:30][CH2:31][Si:32]([CH3:33])([CH3:34])[CH3:35])=[C:18]2[C:22](=[C:23]([CH3:27])[C:24]=1[O:25][CH3:26])[CH2:21][O:20][C:19]2=[O:28])(=[O:8])[O:5][CH2:6][CH3:7])[CH3:2]. The yield is 0.430. (5) The reactants are [CH3:1][C:2]1([CH3:30])[N:6]([CH2:7][CH2:8][NH:9][C:10]2[N:15]=[C:14]([C:16]3[S:17][C:18]4[CH:24]=[CH:23][C:22]([N+:25]([O-])=O)=[CH:21][C:19]=4[CH:20]=3)[CH:13]=[CH:12][N:11]=2)[C:5](=[O:28])[NH:4][C:3]1=[O:29].[H][H]. The catalyst is CO.[Pd]. The product is [CH3:1][C:2]1([CH3:30])[N:6]([CH2:7][CH2:8][NH:9][C:10]2[N:15]=[C:14]([C:16]3[S:17][C:18]4[CH:24]=[CH:23][C:22]([NH2:25])=[CH:21][C:19]=4[CH:20]=3)[CH:13]=[CH:12][N:11]=2)[C:5](=[O:28])[NH:4][C:3]1=[O:29]. The yield is 0.630. (6) The reactants are [Cl:1][C:2]1[CH:7]=[C:6]([C:8]([F:11])([F:10])[F:9])[CH:5]=[CH:4][C:3]=1[S:12]([NH:15][C:16]1[CH:21]=[C:20]([O:22][C:23]2[S:24][C:25]3[CH:31]=[CH:30][C:29]([C:32]#[N:33])=[CH:28][C:26]=3[N:27]=2)[CH:19]=[C:18]([Cl:34])[CH:17]=1)(=[O:14])=[O:13].[N:35]([Si](C)(C)C)=[N+:36]=[N-:37].C([Sn](=O)CCCC)CCC.Cl. The catalyst is C1(C)C=CC=CC=1.CCOC(C)=O. The product is [Cl:1][C:2]1[CH:7]=[C:6]([C:8]([F:10])([F:9])[F:11])[CH:5]=[CH:4][C:3]=1[S:12]([NH:15][C:16]1[CH:21]=[C:20]([O:22][C:23]2[S:24][C:25]3[CH:31]=[CH:30][C:29]([C:32]4[NH:37][N:36]=[N:35][N:33]=4)=[CH:28][C:26]=3[N:27]=2)[CH:19]=[C:18]([Cl:34])[CH:17]=1)(=[O:13])=[O:14]. The yield is 0.850. (7) The reactants are Br[C:2]1[N:7]=[C:6]([C:8]([O:10][CH3:11])=[O:9])[CH:5]=[CH:4][C:3]=1[F:12].[F:13][C:14]1[CH:15]=[C:16]([C:30]2([OH:34])[CH2:33][CH2:32][CH2:31]2)[CH:17]=[C:18]([F:29])[C:19]=1B1OC(C)(C)C(C)(C)O1. No catalyst specified. The product is [F:13][C:14]1[CH:15]=[C:16]([C:30]2([OH:34])[CH2:31][CH2:32][CH2:33]2)[CH:17]=[C:18]([F:29])[C:19]=1[C:2]1[N:7]=[C:6]([C:8]([O:10][CH3:11])=[O:9])[CH:5]=[CH:4][C:3]=1[F:12]. The yield is 0.710. (8) The product is [C:24]([O:8][C:9]1[CH:10]=[C:11]2[C:16](=[CH:17][C:18]=1[O:19][CH3:20])[N:15]=[CH:14][NH:13][C:12]2=[O:21])(=[O:25])[CH3:23]. The yield is 0.980. The catalyst is C(Cl)Cl. The reactants are C(N(CC)CC)C.[OH:8][C:9]1[CH:10]=[C:11]2[C:16](=[CH:17][C:18]=1[O:19][CH3:20])[N:15]=[CH:14][NH:13][C:12]2=[O:21].Cl[CH2:23][C:24](Cl)=[O:25].